Dataset: Reaction yield outcomes from USPTO patents with 853,638 reactions. Task: Predict the reaction yield, written as a fraction of the theoretical maximum amount of product (1.0 means a 100% yield; for example, 0.34 means a 34% yield). The reactants are C1(C)C=CC(S(O[CH2:11][CH2:12][C@@H:13]2[CH2:15][C@H:14]2[C:16]2[CH:17]=[N:18][CH:19]=[C:20]([O:22][CH2:23][C@@H:24]3[CH2:27][CH2:26][N:25]3[C:28]([O:30][C:31]([CH3:34])([CH3:33])[CH3:32])=[O:29])[CH:21]=2)(=O)=O)=CC=1.[N+](CCCC)(CCCC)(CCCC)CCCC.[F-:53]. The catalyst is C1COCC1. The product is [C:31]([O:30][C:28]([N:25]1[CH2:26][CH2:27][C@H:24]1[CH2:23][O:22][C:20]1[CH:19]=[N:18][CH:17]=[C:16]([C@@H:14]2[CH2:15][C@H:13]2[CH2:12][CH2:11][F:53])[CH:21]=1)=[O:29])([CH3:34])([CH3:33])[CH3:32]. The yield is 0.970.